This data is from Full USPTO retrosynthesis dataset with 1.9M reactions from patents (1976-2016). The task is: Predict the reactants needed to synthesize the given product. Given the product [Br:22][C:17]1[CH:16]=[C:15]([CH:20]=[CH:19][C:18]=1[O:21][CH2:31][CH2:32][CH2:36][CH3:37])[CH2:14][C@H:10]1[O:11][CH2:12][CH2:13][NH:8][CH2:9]1, predict the reactants needed to synthesize it. The reactants are: C([N:8]1[CH2:13][CH2:12][O:11][C@H:10]([CH2:14][C:15]2[CH:20]=[CH:19][C:18]([OH:21])=[C:17]([Br:22])[CH:16]=2)[CH2:9]1)(OC(C)(C)C)=O.C(N1CCO[C@H:32]([CH2:36][C:37]2C=CC=C(C=CC3C=NC=CC=3)C=2)[CH2:31]1)(OC(C)(C)C)=O.BrCCCC.C(O)(C(F)(F)F)=O.